This data is from Forward reaction prediction with 1.9M reactions from USPTO patents (1976-2016). The task is: Predict the product of the given reaction. (1) The product is: [C:15]1([C:2]2[CH:3]=[N:4][C:5]3[C:10]([CH:11]=2)=[CH:9][CH:8]=[CH:7][CH:6]=3)[CH:20]=[CH:19][CH:18]=[CH:17][CH:16]=1. Given the reactants Br[C:2]1[CH:3]=[N:4][C:5]2[C:10]([CH:11]=1)=[CH:9][CH:8]=[CH:7][CH:6]=2.C(O)C.[C:15]1(B(O)O)[CH:20]=[CH:19][CH:18]=[CH:17][CH:16]=1.C([O-])([O-])=O.[K+].[K+], predict the reaction product. (2) Given the reactants [Cl:1][C:2]1[C:3]([CH3:18])=[C:4]([N:10]2[CH2:17][CH2:16][CH2:15][C@H:11]2[C:12](O)=O)[CH:5]=[CH:6][C:7]=1[C:8]#[N:9].C(N(CC)C(C)C)(C)C.CN([C:31]([O:35]N1N=NC2C=CC=CC1=2)=[N+](C)C)C.[B-](F)(F)(F)F.[C:50]([O:54][C:55](=[O:58])[NH:56][NH2:57])([CH3:53])([CH3:52])[CH3:51], predict the reaction product. The product is: [Cl:1][C:2]1[C:3]([CH3:18])=[C:4]([N:10]2[CH2:17][CH2:16][CH2:15][CH:11]2[CH2:12][C:31]([NH:57][NH:56][C:55]([O:54][C:50]([CH3:53])([CH3:52])[CH3:51])=[O:58])=[O:35])[CH:5]=[CH:6][C:7]=1[C:8]#[N:9]. (3) Given the reactants [OH:1][CH2:2][C@@H:3]1[CH2:8][N:7]2[CH2:9][CH2:10][CH2:11][C@H:6]2[C:5](=[O:12])[NH:4]1.C(N(CC)CC)C.[Si:20](Cl)([C:23]([CH3:26])([CH3:25])[CH3:24])([CH3:22])[CH3:21], predict the reaction product. The product is: [CH3:24][C:23]([Si:20]([CH3:22])([CH3:21])[O:1][CH2:2][C@@H:3]1[CH2:8][N:7]2[CH2:9][CH2:10][CH2:11][C@H:6]2[C:5](=[O:12])[NH:4]1)([CH3:26])[CH3:25]. (4) Given the reactants [CH3:1][O:2][C:3](=[O:15])[CH:4]=[CH:5][C:6]1[CH:11]=[CH:10][CH:9]=[C:8]([N+:12]([O-])=O)[CH:7]=1.O.O.Cl[Sn]Cl, predict the reaction product. The product is: [CH3:1][O:2][C:3](=[O:15])[CH:4]=[CH:5][C:6]1[CH:11]=[CH:10][CH:9]=[C:8]([NH2:12])[CH:7]=1. (5) Given the reactants [C:1]([O:8][CH3:9])(=[O:7])/[CH:2]=[CH:3]/[CH:4]=[CH:5]/[CH3:6].[Br:10]N1C(=O)CCC1=O, predict the reaction product. The product is: [CH3:9][O:8][C:1](=[O:7])[CH:2]=[CH:3][CH:4]=[CH:5][CH2:6][Br:10]. (6) Given the reactants [Cl:1][C:2]1[CH:22]=[C:21]([Cl:23])[CH:20]=[CH:19][C:3]=1[CH2:4][NH:5][C:6]([C:8]1[C:9]([O:16][CH2:17][CH3:18])=[N:10][N:11]([CH2:13][CH2:14][OH:15])[CH:12]=1)=[O:7].[CH2:24]([N:26]1[CH:30]=[C:29]([CH2:31][C:32]([O:34]C)=[O:33])[C:28](O)=[N:27]1)[CH3:25].C(P(CCCC)CCCC)CCC.N(C(N1CCCCC1)=O)=NC(N1CCCCC1)=O, predict the reaction product. The product is: [Cl:1][C:2]1[CH:22]=[C:21]([Cl:23])[CH:20]=[CH:19][C:3]=1[CH2:4][NH:5][C:6]([C:8]1[C:9]([O:16][CH2:17][CH3:18])=[N:10][N:11]([CH2:13][CH2:14][O:15][C:28]2[C:29]([CH2:31][C:32]([OH:34])=[O:33])=[CH:30][N:26]([CH2:24][CH3:25])[N:27]=2)[CH:12]=1)=[O:7]. (7) Given the reactants [Cl:1][C:2]1[CH:7]=[CH:6][C:5](/[CH:8]=[CH:9]/[C:10]([NH:12][C@@H:13]([CH2:21][C:22]2[CH:27]=[CH:26][CH:25]=[CH:24][N:23]=2)[C:14]([NH:16][CH2:17][C:18]([OH:20])=O)=[O:15])=[O:11])=[CH:4][CH:3]=1.Cl.Cl.[Cl:30][C:31]1[C:32]([O:38][CH:39]2[CH2:44][CH2:43][NH:42][CH2:41][CH2:40]2)=[N:33][CH:34]=[C:35]([Cl:37])[CH:36]=1.ON1C2C=CC=CC=2N=N1.C(N(CC)C(C)C)(C)C, predict the reaction product. The product is: [Cl:1][C:2]1[CH:3]=[CH:4][C:5](/[CH:8]=[CH:9]/[C:10]([NH:12][C@@H:13]([CH2:21][C:22]2[CH:27]=[CH:26][CH:25]=[CH:24][N:23]=2)[C:14]([NH:16][CH2:17][C:18]([N:42]2[CH2:43][CH2:44][CH:39]([O:38][C:32]3[C:31]([Cl:30])=[CH:36][C:35]([Cl:37])=[CH:34][N:33]=3)[CH2:40][CH2:41]2)=[O:20])=[O:15])=[O:11])=[CH:6][CH:7]=1. (8) Given the reactants Cl.[CH3:2][O:3][C:4](=[O:9])[C@H:5]([CH2:7][OH:8])[NH2:6].C(N(CC)CC)C.[CH:17](=O)[C:18]1[CH:23]=[CH:22][CH:21]=[CH:20][CH:19]=1.[O-]S([O-])(=O)=O.[Mg+2].[BH4-].[Na+], predict the reaction product. The product is: [CH3:2][O:3][C:4](=[O:9])[C@H:5]([CH2:7][OH:8])[NH:6][CH2:17][C:18]1[CH:23]=[CH:22][CH:21]=[CH:20][CH:19]=1. (9) The product is: [CH2:3]([O:7][C:9]1[CH:14]=[C:13]([CH2:15][C:16]2[CH:21]=[CH:20][CH:19]=[CH:18][C:17]=2[C:22]([F:24])([F:25])[F:23])[N:12]=[CH:11][N:10]=1)[C:4]#[C:5][CH3:6]. Given the reactants [H-].[Na+].[CH2:3]([OH:7])[C:4]#[C:5][CH3:6].Cl[C:9]1[CH:14]=[C:13]([CH2:15][C:16]2[CH:21]=[CH:20][CH:19]=[CH:18][C:17]=2[C:22]([F:25])([F:24])[F:23])[N:12]=[CH:11][N:10]=1.[Cl-].[NH4+], predict the reaction product.